Dataset: Forward reaction prediction with 1.9M reactions from USPTO patents (1976-2016). Task: Predict the product of the given reaction. Given the reactants Cl.O.[OH:3][CH2:4][C@H:5]([NH:10][C:11]1[C:12]2[S:40][C:39]([O:41]C)=[N:38][C:13]=2[N:14]=[C:15]([S:17][S:18][C:19]2[N:20]=[C:21]([NH:30][C@H:31]([CH2:34][CH:35]([CH3:37])[CH3:36])[CH2:32][OH:33])[C:22]3[S:27][C:26]([O:28]C)=[N:25][C:23]=3[N:24]=2)[N:16]=1)[CH2:6][CH:7]([CH3:9])[CH3:8], predict the reaction product. The product is: [OH:3][CH2:4][C@H:5]([NH:10][C:11]1[C:12]2[S:40][C:39](=[O:41])[NH:38][C:13]=2[N:14]=[C:15]([S:17][S:18][C:19]2[N:20]=[C:21]([NH:30][C@@H:31]([CH2:32][OH:33])[CH2:34][CH:35]([CH3:36])[CH3:37])[C:22]3[S:27][C:26](=[O:28])[NH:25][C:23]=3[N:24]=2)[N:16]=1)[CH2:6][CH:7]([CH3:8])[CH3:9].